Dataset: Full USPTO retrosynthesis dataset with 1.9M reactions from patents (1976-2016). Task: Predict the reactants needed to synthesize the given product. (1) Given the product [CH3:44][N:43]([C:5]([N:24]1[CH2:25][CH2:26][CH:21]([C:19](=[O:20])[C:18]2[CH:17]=[CH:16][C:15]([F:14])=[CH:28][CH:27]=2)[CH2:22][CH2:23]1)=[O:11])[C:42]1[CH:45]=[CH:46][C:39]([F:38])=[CH:40][CH:41]=1, predict the reactants needed to synthesize it. The reactants are: ClC(Cl)(O[C:5](=[O:11])OC(Cl)(Cl)Cl)Cl.Cl.[F:14][C:15]1[CH:28]=[CH:27][C:18]([C:19]([CH:21]2[CH2:26][CH2:25][NH:24][CH2:23][CH2:22]2)=[O:20])=[CH:17][CH:16]=1.CCN(C(C)C)C(C)C.[F:38][C:39]1[CH:46]=[CH:45][C:42]([NH:43][CH3:44])=[CH:41][CH:40]=1. (2) Given the product [F:1][C:2]1[CH:15]=[CH:14][C:13]([C:16]([F:19])([F:17])[F:18])=[CH:12][C:3]=1[CH:4]([NH:5][S@:6]([C:8]([CH3:11])([CH3:9])[CH3:10])=[O:7])[CH3:20], predict the reactants needed to synthesize it. The reactants are: [F:1][C:2]1[CH:15]=[CH:14][C:13]([C:16]([F:19])([F:18])[F:17])=[CH:12][C:3]=1/[CH:4]=[N:5]/[S@:6]([C:8]([CH3:11])([CH3:10])[CH3:9])=[O:7].[CH3:20][Mg]Br.C1COCC1. (3) Given the product [Br:6][C:7]1[C:11]([C:12]([O:14][CH2:15][CH3:16])=[O:13])=[CH:10][N:9]([C:17]([CH2:20][CH3:21])([CH3:19])[CH3:18])[N:8]=1, predict the reactants needed to synthesize it. The reactants are: S(=O)(=O)(O)O.[Br:6][C:7]1[C:11]([C:12]([O:14][CH2:15][CH3:16])=[O:13])=[CH:10][NH:9][N:8]=1.[C:17](O)([CH2:20][CH3:21])([CH3:19])[CH3:18]. (4) Given the product [NH2:1][C:2]1[N:10]=[CH:9][C:8]([Cl:15])=[CH:7][C:3]=1[C:4]([NH2:6])=[O:5], predict the reactants needed to synthesize it. The reactants are: [NH2:1][C:2]1[N:10]=[CH:9][CH:8]=[CH:7][C:3]=1[C:4]([NH2:6])=[O:5].OO.[OH-].[Na+].[ClH:15]. (5) Given the product [OH:5][NH:6][C:7]([C@:9]1([CH3:38])[C@H:14]([NH:15][S:16]([C:19]2[CH:24]=[CH:23][C:22]([O:25][CH2:26][C:27]3[C:36]4[C:31](=[CH:32][CH:33]=[CH:34][CH:35]=4)[N:30]=[C:29]([CH3:37])[CH:28]=3)=[CH:21][CH:20]=2)(=[O:18])=[O:17])[CH2:13][CH2:12][O:11][CH2:10]1)=[O:8], predict the reactants needed to synthesize it. The reactants are: C([O:5][NH:6][C:7]([C@:9]1([CH3:38])[C@H:14]([NH:15][S:16]([C:19]2[CH:24]=[CH:23][C:22]([O:25][CH2:26][C:27]3[C:36]4[C:31](=[CH:32][CH:33]=[CH:34][CH:35]=4)[N:30]=[C:29]([CH3:37])[CH:28]=3)=[CH:21][CH:20]=2)(=[O:18])=[O:17])[CH2:13][CH2:12][O:11][CH2:10]1)=[O:8])(C)(C)C. (6) Given the product [Cl:1][C:2]1[N:3]=[CH:4][C:5]([C:6]([N:25]([CH3:26])[C:24]2[CH:13]=[N:12][CH:15]=[CH:28][CH:23]=2)=[O:8])=[CH:9][CH:10]=1, predict the reactants needed to synthesize it. The reactants are: [Cl:1][C:2]1[CH:10]=[CH:9][C:5]([C:6]([OH:8])=O)=[CH:4][N:3]=1.C[N:12]([CH3:15])[CH:13]=O.C(Cl)(=O)C(Cl)=O.N[C:23]1[CH:24]=[N:25][CH:26]=C[CH:28]=1. (7) Given the product [CH3:1][C:2]1[C:7]([CH3:8])=[CH:6][CH:5]=[CH:4][C:3]=1[C:9]1[C:17]2[O:16][CH:15]([CH2:18][NH:33][CH3:32])[CH2:14][C:13]=2[CH:12]=[C:11]([O:30][CH3:31])[CH:10]=1, predict the reactants needed to synthesize it. The reactants are: [CH3:1][C:2]1[C:7]([CH3:8])=[CH:6][CH:5]=[CH:4][C:3]=1[C:9]1[C:17]2[O:16][CH:15]([CH2:18]OS(C3C=CC(C)=CC=3)(=O)=O)[CH2:14][C:13]=2[CH:12]=[C:11]([O:30][CH3:31])[CH:10]=1.[CH3:32][NH2:33]. (8) Given the product [CH:54]1[C:55]2[CH:43]([CH2:42][O:41][C:39]([N:27]3[CH:28]=[CH:29][C:25]([NH:24][C:23](=[O:30])[CH:22]([C:18]4([NH:17][C:16](=[O:32])[CH:8]([NH:7][C:6]([O:5][C:1]([CH3:4])([CH3:2])[CH3:3])=[O:33])[CH2:9][C:10]5([F:15])[CH2:14][CH2:13][CH2:12][CH2:11]5)[CH2:21][CH2:20][CH2:19]4)[OH:31])=[N:26]3)=[O:40])[C:44]3[C:49](=[CH:48][CH:47]=[CH:46][CH:45]=3)[C:50]=2[CH:51]=[CH:52][CH:53]=1, predict the reactants needed to synthesize it. The reactants are: [C:1]([O:5][C:6](=[O:33])[NH:7][CH:8]([C:16](=[O:32])[NH:17][C:18]1([CH:22]([OH:31])[C:23](=[O:30])[NH:24][C:25]2[CH:29]=[CH:28][NH:27][N:26]=2)[CH2:21][CH2:20][CH2:19]1)[CH2:9][C:10]1([F:15])[CH2:14][CH2:13][CH2:12][CH2:11]1)([CH3:4])([CH3:3])[CH3:2].C([O-])(O)=O.[Na+].[C:39](Cl)([O:41][CH2:42][CH:43]1[C:55]2[C:50](=[CH:51][CH:52]=[CH:53][CH:54]=2)[C:49]2[C:44]1=[CH:45][CH:46]=[CH:47][CH:48]=2)=[O:40]. (9) Given the product [CH:27]1([NH:33][C:2]2[N:10]=[C:9]([C:11]3[CH:16]=[CH:15][CH:14]=[CH:13][N:12]=3)[N:8]=[C:7]3[C:3]=2[N:4]=[CH:5][N:6]3[CH3:17])[CH2:32][CH2:31][CH2:30][CH2:29][CH2:28]1, predict the reactants needed to synthesize it. The reactants are: Cl[C:2]1[N:10]=[C:9]([C:11]2[CH:16]=[CH:15][CH:14]=[CH:13][N:12]=2)[N:8]=[C:7]2[C:3]=1[N:4]=[CH:5][N:6]2[CH3:17].C(N(CC)C(C)C)(C)C.[CH:27]1([NH2:33])[CH2:32][CH2:31][CH2:30][CH2:29][CH2:28]1.